This data is from Forward reaction prediction with 1.9M reactions from USPTO patents (1976-2016). The task is: Predict the product of the given reaction. (1) Given the reactants Br[C:2]1[C:3]([F:24])=[CH:4][C:5]2[CH:11]3[CH2:12][CH:9]([CH2:10]3)[N:8]3[C:13]([C:19]([F:22])([F:21])[F:20])=[C:14]([C:16]([NH2:18])=[O:17])[N:15]=[C:7]3[C:6]=2[CH:23]=1.[CH3:25][C:26]1[O:30][N:29]=[C:28]([C@:31]([OH:35])([C:33]#[CH:34])[CH3:32])[CH:27]=1, predict the reaction product. The product is: [F:24][C:3]1[C:2]([C:34]#[C:33][C@@:31]([OH:35])([C:28]2[CH:27]=[C:26]([CH3:25])[O:30][N:29]=2)[CH3:32])=[CH:23][C:6]2[C:7]3[N:8]([C:13]([C:19]([F:20])([F:22])[F:21])=[C:14]([C:16]([NH2:18])=[O:17])[N:15]=3)[CH:9]3[CH2:12][CH:11]([C:5]=2[CH:4]=1)[CH2:10]3. (2) Given the reactants Cl[C:2]1[C:7]([F:8])=[C:6]([CH2:9][CH3:10])[N:5]=[CH:4][N:3]=1.C(#N)C.[C:14]1([SH:20])[CH:19]=[CH:18][CH:17]=[CH:16][CH:15]=1.C(N(C(C)C)CC)(C)C, predict the reaction product. The product is: [C:14]1([S:20][C:2]2[C:7]([F:8])=[C:6]([CH2:9][CH3:10])[N:5]=[CH:4][N:3]=2)[CH:19]=[CH:18][CH:17]=[CH:16][CH:15]=1. (3) Given the reactants [C:1]1([C:16]2C=CC=CC=2)[CH:6]=CC=C[C:2]=1P(C(C)(C)C)C(C)(C)C.Br[C:23]1[CH:24]=[C:25]2[C:38]3([CH2:42][O:41][C:40]([N:43](C(OC(C)(C)C)=O)C(OC(C)(C)C)=O)=[N:39]3)[C:34]3([CH2:37][O:36][CH2:35]3)[C:30]3([CH2:33][CH2:32][CH2:31]3)[O:29][C:26]2=[CH:27][CH:28]=1.[Br-].C([Zn+])C(C)C, predict the reaction product. The product is: [CH2:2]([C:23]1[CH:24]=[C:25]2[C:38]3([CH2:42][O:41][C:40]([NH2:43])=[N:39]3)[C:34]3([CH2:37][O:36][CH2:35]3)[C:30]3([CH2:31][CH2:32][CH2:33]3)[O:29][C:26]2=[CH:27][CH:28]=1)[CH:1]([CH3:16])[CH3:6]. (4) Given the reactants Cl[C:2]1[N:7]=[C:6]([NH:8][CH2:9][C:10]2[CH:15]=[CH:14][C:13]([Cl:16])=[C:12]([Cl:17])[CH:11]=2)[CH:5]=[N:4][CH:3]=1.[CH3:18][O:19][C:20]1[CH:25]=[C:24](B2OC(C)(C)C(C)(C)O2)[CH:23]=[CH:22][C:21]=1[OH:35], predict the reaction product. The product is: [Cl:17][C:12]1[CH:11]=[C:10]([CH:15]=[CH:14][C:13]=1[Cl:16])[CH2:9][NH:8][C:6]1[N:7]=[C:2]([C:24]2[CH:23]=[CH:22][C:21]([OH:35])=[C:20]([O:19][CH3:18])[CH:25]=2)[CH:3]=[N:4][CH:5]=1. (5) Given the reactants [Cl:1][C:2]1[CH:7]=[CH:6][C:5]([C:8]2[CH:13]=[C:12]([C:14]([F:17])([F:16])[F:15])[N:11]=[C:10]([C:18]3[CH:23]=[CH:22][N:21]=[C:20](Cl)[CH:19]=3)[N:9]=2)=[CH:4][CH:3]=1.[C:25]([NH:29][S:30]([C:33]1[CH:34]=[C:35](B(O)O)[CH:36]=[CH:37][CH:38]=1)(=[O:32])=[O:31])([CH3:28])([CH3:27])[CH3:26], predict the reaction product. The product is: [C:25]([NH:29][S:30]([C:33]1[CH:34]=[CH:35][CH:36]=[C:37]([C:20]2[CH:19]=[C:18]([C:10]3[N:9]=[C:8]([C:5]4[CH:4]=[CH:3][C:2]([Cl:1])=[CH:7][CH:6]=4)[CH:13]=[C:12]([C:14]([F:17])([F:16])[F:15])[N:11]=3)[CH:23]=[CH:22][N:21]=2)[CH:38]=1)(=[O:32])=[O:31])([CH3:28])([CH3:26])[CH3:27]. (6) Given the reactants [F:1][C:2]1[CH:7]=[CH:6][C:5]([C:8]([F:11])([F:10])[F:9])=[CH:4][C:3]=1[NH:12][C:13]([NH:15][C:16]1[CH:21]=[CH:20][C:19]([C:22]#[C:23][C:24]([NH2:26])=[O:25])=[CH:18][CH:17]=1)=[O:14].I[C:28]1[CH:33]=[CH:32][CH:31]=[CH:30][CH:29]=1.C(NCC)C.C(O)=O, predict the reaction product. The product is: [F:1][C:2]1[CH:7]=[CH:6][C:5]([C:8]([F:11])([F:9])[F:10])=[CH:4][C:3]=1[NH:12][C:13]([NH:15][C:16]1[CH:21]=[CH:20][C:19](/[C:22](/[C:28]2[CH:33]=[CH:32][CH:31]=[CH:30][CH:29]=2)=[CH:23]\[C:24]([NH2:26])=[O:25])=[CH:18][CH:17]=1)=[O:14]. (7) Given the reactants [C:1]([S-:9])(=[S:8])[C:2]1[CH:7]=[CH:6][CH:5]=[CH:4][CH:3]=1.[Na+], predict the reaction product. The product is: [C:1]([S:9][S:9][C:1](=[S:8])[C:2]1[CH:7]=[CH:6][CH:5]=[CH:4][CH:3]=1)(=[S:8])[C:2]1[CH:7]=[CH:6][CH:5]=[CH:4][CH:3]=1.